This data is from Full USPTO retrosynthesis dataset with 1.9M reactions from patents (1976-2016). The task is: Predict the reactants needed to synthesize the given product. (1) Given the product [CH2:1]([O:3][C:4]([C:6]1[N:7]([C:17]2[CH:22]=[CH:21][C:20]([O:23][CH:24]3[CH2:28][CH2:27][CH2:26][CH2:25]3)=[CH:19][CH:18]=2)[C:8]2[C:13]([C:14]=1[Cl:15])=[CH:12][C:11]([I:36])=[CH:10][CH:9]=2)=[O:5])[CH3:2], predict the reactants needed to synthesize it. The reactants are: [CH2:1]([O:3][C:4]([C:6]1[N:7]([C:17]2[CH:22]=[CH:21][C:20]([O:23][CH:24]3[CH2:28][CH2:27][CH2:26][CH2:25]3)=[CH:19][CH:18]=2)[C:8]2[C:13]([C:14]=1[Cl:15])=[CH:12][C:11](Br)=[CH:10][CH:9]=2)=[O:5])[CH3:2].CNCCNC.[Na+].[I-:36].O1CCOCC1. (2) Given the product [CH3:29][CH:16]1[CH2:17][NH:18][CH:13]([CH:11]2[CH2:12][CH:9]([OH:8])[CH2:10]2)[CH2:14][O:15]1, predict the reactants needed to synthesize it. The reactants are: C([O:8][CH:9]1[CH2:12][CH:11]([CH:13]2[N:18](C(OCC3C=CC=CC=3)=O)[CH2:17][CH:16]([CH3:29])[O:15][CH2:14]2)[CH2:10]1)C1C=CC=CC=1.